This data is from Forward reaction prediction with 1.9M reactions from USPTO patents (1976-2016). The task is: Predict the product of the given reaction. (1) Given the reactants [CH3:1][C:2]1[S:6][C:5]([C:7]2[C:20]3[C:11](=[CH:12][C:13]4[C:18]([CH:19]=3)=[C:17]([C:21]3[CH:31]=[CH:30][C:24]([C:25]([O:27]CC)=[O:26])=[CH:23][CH:22]=3)[CH:16]=[CH:15][CH:14]=4)[C:10]([CH3:33])([CH3:32])[CH2:9][CH:8]=2)=[CH:4][CH:3]=1.CO.[Li+].[OH-].O, predict the reaction product. The product is: [CH3:1][C:2]1[S:6][C:5]([C:7]2[C:20]3[C:11](=[CH:12][C:13]4[C:18]([CH:19]=3)=[C:17]([C:21]3[CH:22]=[CH:23][C:24]([C:25]([OH:27])=[O:26])=[CH:30][CH:31]=3)[CH:16]=[CH:15][CH:14]=4)[C:10]([CH3:33])([CH3:32])[CH2:9][CH:8]=2)=[CH:4][CH:3]=1. (2) Given the reactants [CH3:1][N:2]1[CH2:7][CH2:6][CH:5]([C:8]2[CH:13]=[CH:12][CH:11]=[CH:10][CH:9]=2)[CH2:4][CH2:3]1.OS(O)(=O)=O.[N+:19]([O-])([OH:21])=[O:20].[OH-].[Na+], predict the reaction product. The product is: [CH3:1][N:2]1[CH2:3][CH2:4][CH:5]([C:8]2[CH:13]=[CH:12][C:11]([N+:19]([O-:21])=[O:20])=[CH:10][CH:9]=2)[CH2:6][CH2:7]1.